This data is from Catalyst prediction with 721,799 reactions and 888 catalyst types from USPTO. The task is: Predict which catalyst facilitates the given reaction. (1) Reactant: [Cl:1][C:2]1[CH:7]=[CH:6][CH:5]=[CH:4][C:3]=1[CH:8]1[CH2:13][CH:12]([NH:14][C:15](=[O:22])[C:16]2[CH:21]=[CH:20][CH:19]=[CH:18][N:17]=2)[CH:11]([OH:23])[CH2:10][CH2:9]1.CC(OI1(OC(C)=O)(OC(C)=O)OC(=O)C2C=CC=CC1=2)=O. The catalyst class is: 4. Product: [Cl:1][C:2]1[CH:7]=[CH:6][CH:5]=[CH:4][C:3]=1[CH:8]1[CH2:13][CH:12]([NH:14][C:15](=[O:22])[C:16]2[CH:21]=[CH:20][CH:19]=[CH:18][N:17]=2)[C:11](=[O:23])[CH2:10][CH2:9]1. (2) Reactant: [F:1][C:2]1[CH:7]=[CH:6][C:5]([F:8])=[CH:4][C:3]=1[C@H:9]1[CH2:13][CH2:12][CH2:11][N:10]1[C:14]1[CH:19]=[CH:18][N:17]2[N:20]=[CH:21][C:22]([N+:23]([O-])=O)=[C:16]2[N:15]=1.Cl. Product: [F:1][C:2]1[CH:7]=[CH:6][C:5]([F:8])=[CH:4][C:3]=1[C@H:9]1[CH2:13][CH2:12][CH2:11][N:10]1[C:14]1[CH:19]=[CH:18][N:17]2[N:20]=[CH:21][C:22]([NH2:23])=[C:16]2[N:15]=1. The catalyst class is: 401. (3) Product: [CH2:12]1[C:21]2[C:16](=[CH:17][CH:18]=[CH:19][CH:20]=2)[CH2:15][CH2:14][N:13]1[CH2:22][CH:23]([OH:41])[CH2:24][NH:25][C:26]1[CH:31]=[C:30]([B:32]2[O:36][C:35]([CH3:37])([CH3:38])[C:34]([CH3:40])([CH3:39])[O:33]2)[CH:29]=[CH:28][N:27]=1.[CH2:12]1[C:21]2[C:16](=[CH:17][CH:18]=[CH:19][CH:20]=2)[CH2:15][CH2:14][N:13]1[CH2:22][CH:23]([OH:41])[CH2:24][NH:25][C:26]1[CH:31]=[C:30]([C:2]2[N:7]=[C:6]3[N:8]([CH3:11])[CH:9]=[N:10][C:5]3=[CH:4][CH:3]=2)[CH:29]=[CH:28][N:27]=1. The catalyst class is: 263. Reactant: Br[C:2]1[N:7]=[C:6]2[N:8]([CH3:11])[CH:9]=[N:10][C:5]2=[CH:4][CH:3]=1.[CH2:12]1[C:21]2[C:16](=[CH:17][CH:18]=[CH:19][CH:20]=2)[CH2:15][CH2:14][N:13]1[CH2:22][CH:23]([OH:41])[CH2:24][NH:25][C:26]1[CH:31]=[C:30]([B:32]2[O:36][C:35]([CH3:38])([CH3:37])[C:34]([CH3:40])([CH3:39])[O:33]2)[CH:29]=[CH:28][N:27]=1.C([O-])([O-])=O.[K+].[K+].O1CCOCC1. (4) Reactant: [CH3:1][O:2][C:3](=[O:33])[CH2:4][CH2:5][C@H:6]([C@@H:8]1[C@:25]2([CH3:26])[C@H:11]([C@H:12]3[C@H:22]([CH2:23][C@@H:24]2[OH:27])[C@:20]2([CH3:21])[C@@H:15]([CH2:16][C@@H:17]([O:28][CH2:29][CH2:30][OH:31])[CH2:18][CH2:19]2)[CH2:14][C@H:13]3[OH:32])[CH2:10][CH2:9]1)[CH3:7].[CH3:34][S:35](Cl)(=[O:37])=[O:36].C(N(CC)CC)C.[NH4+].[Cl-]. Product: [OH:32][C@@H:13]1[CH2:14][CH:15]2[C@:20]([CH3:21])([CH2:19][CH2:18][C@H:17]([O:28][CH2:29][CH2:30][O:31][S:35]([CH3:34])(=[O:37])=[O:36])[CH2:16]2)[C@@H:22]2[C@@H:12]1[C@H:11]1[C@:25]([CH3:26])([C@@H:24]([OH:27])[CH2:23]2)[C@@H:8]([C@H:6]([CH3:7])[CH2:5][CH2:4][C:3]([O:2][CH3:1])=[O:33])[CH2:9][CH2:10]1. The catalyst class is: 1. (5) Reactant: Cl[CH2:2][CH2:3][CH2:4][O:5][C:6]1[CH:7]=[N:8][CH:9]=[CH:10][CH:11]=1.[OH-].[NH4+:13]. Product: [N:8]1[CH:9]=[CH:10][CH:11]=[C:6]([O:5][CH2:4][CH2:3][CH2:2][NH2:13])[CH:7]=1. The catalyst class is: 5.